This data is from Reaction yield outcomes from USPTO patents with 853,638 reactions. The task is: Predict the reaction yield, written as a fraction of the theoretical maximum amount of product (1.0 means a 100% yield; for example, 0.34 means a 34% yield). (1) The reactants are [C:1]1([CH3:15])[CH:6]=[CH:5][C:4]([NH:7][C:8]2[CH:13]=[CH:12][C:11]([CH3:14])=[CH:10][CH:9]=2)=[CH:3][CH:2]=1.I[C:17]1[CH:22]=[CH:21][C:20]([C:23]2[CH:28]=[CH:27][C:26]([C:29]3[CH:34]=[CH:33][C:32](I)=[CH:31][CH:30]=3)=[CH:25][CH:24]=2)=[CH:19][CH:18]=1.C(=O)([O-])[O-].[K+].[K+]. The catalyst is [Cu].CCCCCCCCCCCC. The product is [C:11]1([CH3:14])[CH:12]=[CH:13][C:8]([N:7]([C:4]2[CH:3]=[CH:2][C:1]([CH3:15])=[CH:6][CH:5]=2)[C:17]2[CH:22]=[CH:21][C:20]([C:23]3[CH:28]=[CH:27][C:26]([C:29]4[CH:34]=[CH:33][C:32]([N:7]([C:8]5[CH:9]=[CH:10][C:11]([CH3:14])=[CH:12][CH:13]=5)[C:4]5[CH:3]=[CH:2][C:1]([CH3:15])=[CH:6][CH:5]=5)=[CH:31][CH:30]=4)=[CH:25][CH:24]=3)=[CH:19][CH:18]=2)=[CH:9][CH:10]=1. The yield is 0.657. (2) The reactants are S(Cl)(Cl)=O.[Br:5][C:6]1[CH:14]=[C:13]([Cl:15])[CH:12]=[CH:11][C:7]=1[C:8]([OH:10])=[O:9].[CH3:16]O. No catalyst specified. The product is [CH3:16][O:9][C:8](=[O:10])[C:7]1[CH:11]=[CH:12][C:13]([Cl:15])=[CH:14][C:6]=1[Br:5]. The yield is 0.990. (3) The reactants are [F:1][C@H:2]1[CH2:6][CH2:5][N:4]([C:7](=[O:17])[CH2:8][NH:9]C(=O)OC(C)(C)C)[CH2:3]1.[ClH:18].O1CCOCC1. No catalyst specified. The product is [ClH:18].[NH2:9][CH2:8][C:7]([N:4]1[CH2:5][CH2:6][C@H:2]([F:1])[CH2:3]1)=[O:17]. The yield is 0.460. (4) The reactants are [CH3:1][CH:2]1[CH2:7][CH2:6][NH:5][CH2:4][CH2:3]1.Cl[CH2:9][C:10]1[CH:35]=[CH:34][C:13]([C:14]([NH:16][C:17]2[CH:18]=[CH:19][C:20]([O:23][C:24](=[O:33])[N:25]([CH3:32])[C:26]3[CH:31]=[CH:30][CH:29]=[CH:28][CH:27]=3)=[N:21][CH:22]=2)=[O:15])=[CH:12][CH:11]=1.[I-].[Na+].O. The catalyst is CN(C)C=O. The product is [CH3:1][CH:2]1[CH2:7][CH2:6][N:5]([CH2:9][C:10]2[CH:11]=[CH:12][C:13]([C:14]([NH:16][C:17]3[CH:18]=[CH:19][C:20]([O:23][C:24](=[O:33])[N:25]([CH3:32])[C:26]4[CH:31]=[CH:30][CH:29]=[CH:28][CH:27]=4)=[N:21][CH:22]=3)=[O:15])=[CH:34][CH:35]=2)[CH2:4][CH2:3]1. The yield is 0.860. (5) The yield is 0.700. The catalyst is C(O)C. The product is [OH:21][C@H:19]([CH3:20])[CH2:18][CH2:17][CH2:16][CH2:15][N:11]1[C:12](=[O:14])[C:13]2[NH:5][C:6]([S:24][CH3:25])=[N:7][C:8]=2[N:9]([CH3:23])[C:10]1=[O:22]. The reactants are C(OC[N:5]1[C:13]2[C:12](=[O:14])[N:11]([CH2:15][CH2:16][CH2:17][CH2:18][C@H:19]([OH:21])[CH3:20])[C:10](=[O:22])[N:9]([CH3:23])[C:8]=2[N:7]=[C:6]1[S:24][CH3:25])C.Cl. (6) The reactants are C(O)C.Br[C:5]1[N:6]=[C:7]([NH:26][CH2:27][CH:28]([CH3:30])[CH3:29])[C:8]2[N:9]([C:11]([C:14]3[CH:25]=[CH:24][C:17]([C:18]([NH:20][CH:21]4[CH2:23][CH2:22]4)=[O:19])=[CH:16][CH:15]=3)=[CH:12][N:13]=2)[CH:10]=1.[C:31]([C:33]1[CH:38]=[CH:37][C:36](B(O)O)=[CH:35][CH:34]=1)#[N:32].C(=O)([O-])O.[Na+]. The catalyst is Cl[Pd](Cl)([P](C1C=CC=CC=1)(C1C=CC=CC=1)C1C=CC=CC=1)[P](C1C=CC=CC=1)(C1C=CC=CC=1)C1C=CC=CC=1.C(OCC)(=O)C.O. The product is [C:31]([C:33]1[CH:38]=[CH:37][C:36]([C:5]2[N:6]=[C:7]([NH:26][CH2:27][CH:28]([CH3:30])[CH3:29])[C:8]3[N:9]([C:11]([C:14]4[CH:25]=[CH:24][C:17]([C:18]([NH:20][CH:21]5[CH2:22][CH2:23]5)=[O:19])=[CH:16][CH:15]=4)=[CH:12][N:13]=3)[CH:10]=2)=[CH:35][CH:34]=1)#[N:32]. The yield is 0.290. (7) The reactants are Cl.[NH2:2][C:3]1[C:4]([C:13]([NH:15][CH:16]([C@H:21]2[CH2:26][CH2:25][C@H:24]([C:27]([F:30])([F:29])[F:28])[CH2:23][CH2:22]2)[C:17]([O:19][CH3:20])=[O:18])=[O:14])=[CH:5][C:6]2[C:11]([CH:12]=1)=[CH:10][CH:9]=[CH:8][CH:7]=2.[Cl:31][C:32]1[CH:37]=[C:36]([O:38][C:39]([F:42])([F:41])[F:40])[CH:35]=[C:34]([Cl:43])[C:33]=1[N:44]=[C:45]=[O:46].CCCCCC.C(OCC)(=O)C. The catalyst is N1C=CC=CC=1. The product is [Cl:31][C:32]1[CH:37]=[C:36]([O:38][C:39]([F:41])([F:40])[F:42])[CH:35]=[C:34]([Cl:43])[C:33]=1[NH:44][C:45]([NH:2][C:3]1[C:4]([C:13]([NH:15][CH:16]([C@H:21]2[CH2:26][CH2:25][C@H:24]([C:27]([F:28])([F:29])[F:30])[CH2:23][CH2:22]2)[C:17]([O:19][CH3:20])=[O:18])=[O:14])=[CH:5][C:6]2[C:11]([CH:12]=1)=[CH:10][CH:9]=[CH:8][CH:7]=2)=[O:46]. The yield is 0.860. (8) The reactants are [CH3:1][O:2][C:3]1[CH:8]=[CH:7][C:6]([OH:9])=[CH:5][CH:4]=1.[OH-].[K+].Br[CH2:13][CH:14]([O:18][CH2:19][CH3:20])[O:15][CH2:16][CH3:17].O. The catalyst is CS(C)=O. The product is [CH2:16]([O:15][CH:14]([O:18][CH2:19][CH3:20])[CH2:13][O:9][C:6]1[CH:7]=[CH:8][C:3]([O:2][CH3:1])=[CH:4][CH:5]=1)[CH3:17]. The yield is 0.880. (9) The reactants are [C:1]([O-])([O-])=O.[K+].[K+].[F:7][C:8]1[CH:16]=[CH:15][C:11]([C:12]([OH:14])=[O:13])=[CH:10][N:9]=1.CI. The catalyst is CN(C)C=O. The product is [CH3:1][O:13][C:12](=[O:14])[C:11]1[CH:15]=[CH:16][C:8]([F:7])=[N:9][CH:10]=1. The yield is 0.840.